Task: Predict the product of the given reaction.. Dataset: Forward reaction prediction with 1.9M reactions from USPTO patents (1976-2016) Given the reactants [F:1][C:2]([F:35])([F:34])[C:3]1[CH:8]=[C:7]([C:9]2[O:13][N:12]=[C:11]([C:14]3[CH:19]=[CH:18][C:17]([NH:20][C:21](=[O:27])[CH2:22][CH2:23][C:24]([OH:26])=O)=[CH:16][CH:15]=3)[N:10]=2)[CH:6]=[CH:5][C:4]=1[C:28]1[CH:33]=[CH:32][CH:31]=[CH:30][CH:29]=1.C(Cl)CCl.C1C=CC2N(O)N=[N:46]C=2C=1.[OH-].[NH4+], predict the reaction product. The product is: [F:1][C:2]([F:35])([F:34])[C:3]1[CH:8]=[C:7]([C:9]2[O:13][N:12]=[C:11]([C:14]3[CH:15]=[CH:16][C:17]([NH:20][C:21](=[O:27])[CH2:22][CH2:23][C:24]([NH2:46])=[O:26])=[CH:18][CH:19]=3)[N:10]=2)[CH:6]=[CH:5][C:4]=1[C:28]1[CH:29]=[CH:30][CH:31]=[CH:32][CH:33]=1.